This data is from Forward reaction prediction with 1.9M reactions from USPTO patents (1976-2016). The task is: Predict the product of the given reaction. (1) Given the reactants [F:1][C:2]1[CH:7]=[CH:6][CH:5]=[CH:4][C:3]=1[CH:8]=[CH:9][C:10]([NH:12][C@H:13]([C:26]([O:28]C)=[O:27])[CH2:14][C:15]1[C:23]2[C:18](=[CH:19][CH:20]=[CH:21][CH:22]=2)[N:17]([CH:24]=[O:25])[CH:16]=1)=[O:11].[OH-].[Na+], predict the reaction product. The product is: [F:1][C:2]1[CH:7]=[CH:6][CH:5]=[CH:4][C:3]=1[CH:8]=[CH:9][C:10]([NH:12][C@H:13]([C:26]([OH:28])=[O:27])[CH2:14][C:15]1[C:23]2[C:18](=[CH:19][CH:20]=[CH:21][CH:22]=2)[N:17]([CH:24]=[O:25])[CH:16]=1)=[O:11]. (2) Given the reactants [CH3:1][C:2]1([CH3:29])[C:18]2[CH:17]=[C:16]3[C:8]([C:9]4[CH:10]=[C:11]5[C:22]([CH3:24])([CH3:23])[CH2:21][CH2:20][C:19]([CH3:26])([CH3:25])[C:12]5=[CH:13][C:14]=4[CH2:15]3)=[CH:7][C:6]=2[C:5]([CH3:28])([CH3:27])[CH2:4][CH2:3]1.CCCCCC.C([Li])CCC.[C:41]1([C:47]2[CH:48]=[CH:49][C:50](=[C:52]([C:59]3[CH:64]=[CH:63][CH:62]=[CH:61][CH:60]=3)[C:53]3[CH:58]=[CH:57][CH:56]=[CH:55][CH:54]=3)[CH:51]=2)[CH:46]=[CH:45][CH:44]=[CH:43][CH:42]=1, predict the reaction product. The product is: [C:41]1([C:47]2[CH:48]=[CH:49][CH:50]([C:52]([C:53]3[CH:54]=[CH:55][CH:56]=[CH:57][CH:58]=3)([C:59]3[CH:60]=[CH:61][CH:62]=[CH:63][CH:64]=3)[CH:20]3[CH2:21][C:22]([CH3:24])([CH3:23])[C:11]4[CH:10]=[C:9]5[C:14](=[CH:13][C:12]=4[C:19]3([CH3:26])[CH3:25])[CH2:15][C:16]3[CH:17]=[C:18]4[C:2]([CH3:29])([CH3:1])[CH2:3][CH2:4][C:5]([CH3:28])([CH3:27])[C:6]4=[CH:7][C:8]5=3)[CH:51]=2)[CH:42]=[CH:43][CH:44]=[CH:45][CH:46]=1. (3) Given the reactants Br[C:2]12[CH2:11][C:6]3([CH3:12])[CH2:7][CH:8]([CH2:10][C:4]([CH3:13])([CH2:5]3)[CH2:3]1)[CH2:9]2.[C:14](#[N:17])[CH:15]=[CH2:16].C([SnH](CCCC)CCCC)CCC, predict the reaction product. The product is: [CH3:12][C:6]12[CH2:7][CH:8]3[CH2:10][C:4]([CH3:13])([CH2:3][C:2]([CH2:16][CH2:15][C:14]#[N:17])([CH2:9]3)[CH2:11]1)[CH2:5]2. (4) The product is: [Cl:1][C:2]1[N:3]=[C:4]([CH2:19][N:28]2[CH2:33][CH2:32][O:31][CH2:30][CH2:29]2)[CH:5]=[C:6]2[C:11]=1[N:10]([CH3:12])[CH:9]=[C:8]([C:13]([O:15][CH2:16][CH3:17])=[O:14])[C:7]2=[O:18]. Given the reactants [Cl:1][C:2]1[N:3]=[C:4]([CH3:19])[CH:5]=[C:6]2[C:11]=1[N:10]([CH3:12])[CH:9]=[C:8]([C:13]([O:15][CH2:16][CH3:17])=[O:14])[C:7]2=[O:18].BrN1C(=O)CCC1=O.[NH:28]1[CH2:33][CH2:32][O:31][CH2:30][CH2:29]1.C(Cl)Cl, predict the reaction product. (5) Given the reactants [Cl:1][C:2]1[CH:3]=[C:4]2[C:8](=[CH:9][CH:10]=1)[NH:7][C:6](=[O:11])[C:5]2([N:20]1[CH2:28][C:27]2[C:22](=[CH:23][CH:24]=[CH:25][CH:26]=2)[CH:21]1[C:29]([N:31]([CH3:33])[CH3:32])=[O:30])[C:12]1[CH:17]=[CH:16][CH:15]=[CH:14][C:13]=1[O:18][CH3:19].[CH3:34][O:35][C:36]1[CH:41]=[CH:40][C:39]([S:42](Cl)(=[O:44])=[O:43])=[C:38]([O:46][C:47]([F:50])([F:49])[F:48])[CH:37]=1, predict the reaction product. The product is: [Cl:1][C:2]1[CH:3]=[C:4]2[C:8](=[CH:9][CH:10]=1)[N:7]([S:42]([C:39]1[CH:40]=[CH:41][C:36]([O:35][CH3:34])=[CH:37][C:38]=1[O:46][C:47]([F:48])([F:49])[F:50])(=[O:44])=[O:43])[C:6](=[O:11])[C:5]2([N:20]1[CH2:28][C:27]2[C:22](=[CH:23][CH:24]=[CH:25][CH:26]=2)[CH:21]1[C:29]([N:31]([CH3:32])[CH3:33])=[O:30])[C:12]1[CH:17]=[CH:16][CH:15]=[CH:14][C:13]=1[O:18][CH3:19].